Dataset: Peptide-MHC class I binding affinity with 185,985 pairs from IEDB/IMGT. Task: Regression. Given a peptide amino acid sequence and an MHC pseudo amino acid sequence, predict their binding affinity value. This is MHC class I binding data. (1) The peptide sequence is IPYLRNYMVI. The MHC is HLA-A68:01 with pseudo-sequence HLA-A68:01. The binding affinity (normalized) is 0.0783. (2) The peptide sequence is IVLFQRFLR. The MHC is HLA-B07:02 with pseudo-sequence HLA-B07:02. The binding affinity (normalized) is 0. (3) The peptide sequence is LNTPYCNYTK. The MHC is HLA-A68:01 with pseudo-sequence HLA-A68:01. The binding affinity (normalized) is 0.395. (4) The peptide sequence is FLVLIMLII. The MHC is HLA-A68:02 with pseudo-sequence HLA-A68:02. The binding affinity (normalized) is 0.274.